From a dataset of Reaction yield outcomes from USPTO patents with 853,638 reactions. Predict the reaction yield, written as a fraction of the theoretical maximum amount of product (1.0 means a 100% yield; for example, 0.34 means a 34% yield). (1) The yield is 0.930. The catalyst is C([O-])(=O)C.[Pd+2].C([O-])(=O)C.COC1C=CC=C(OC)C=1C1C=CC=CC=1P(C1CCCCC1)C1CCCCC1.CN(C=O)C. The reactants are Br[C:2]1[CH:7]=[CH:6][C:5]([N+:8]([O-:10])=[O:9])=[C:4]([CH3:11])[CH:3]=1.P([O-])([O-])([O-])=O.[K+].[K+].[K+]. The product is [CH3:11][C:4]1[CH:3]=[CH:2][C:7]([C:2]2[CH:7]=[CH:6][CH:5]=[CH:4][CH:3]=2)=[CH:6][C:5]=1[N+:8]([O-:10])=[O:9]. (2) The reactants are [CH3:1][C@H:2]1[CH2:7][O:6][CH2:5][C@H:4]([CH3:8])[NH:3]1.CN(C(ON1N=NC2C=CC=NC1=2)=[N+](C)C)C.F[P-](F)(F)(F)(F)F.CCN(C(C)C)C(C)C.[NH2:42][C:43]1[CH:51]=[CH:50][C:46]([C:47](O)=[O:48])=[CH:45][N:44]=1. The catalyst is CN(C=O)C. The product is [NH2:42][C:43]1[N:44]=[CH:45][C:46]([C:47]([N:3]2[C@@H:4]([CH3:8])[CH2:5][O:6][CH2:7][C@@H:2]2[CH3:1])=[O:48])=[CH:50][CH:51]=1. The yield is 0.340. (3) The reactants are [F:1][C:2]1[CH:7]=[C:6]([Si:8]([CH3:11])([CH3:10])[CH3:9])[CH:5]=[CH:4][C:3]=1[NH2:12].[Li+].C[Si]([N-][Si](C)(C)C)(C)C.Cl[C:24]1[N:32]=[C:31]([Cl:33])[C:30]([F:34])=[CH:29][C:25]=1[C:26]([OH:28])=[O:27]. The catalyst is C1COCC1. The product is [Cl:33][C:31]1[C:30]([F:34])=[CH:29][C:25]([C:26]([OH:28])=[O:27])=[C:24]([NH:12][C:3]2[CH:4]=[CH:5][C:6]([Si:8]([CH3:9])([CH3:11])[CH3:10])=[CH:7][C:2]=2[F:1])[N:32]=1. The yield is 0.490. (4) The catalyst is C(OCC)(=O)C. The product is [CH3:12][C:13]([NH:7][C:6]1[CH:8]=[CH:9][C:3]([C:2]([F:10])([F:11])[F:1])=[CH:4][CH:5]=1)([CH3:17])[C:14]#[N:15]. The yield is 0.950. The reactants are [F:1][C:2]([F:11])([F:10])[C:3]1[CH:9]=[CH:8][C:6]([NH2:7])=[CH:5][CH:4]=1.[CH3:12][C:13]([CH3:17])(O)[C:14]#[N:15].S([O-])([O-])(=O)=O.[Mg+2]. (5) The reactants are O1CCCC1.[CH:6]1([O:12][C:13]2[CH:18]=[CH:17][C:16]([CH2:19][C:20](Cl)=[N:21][OH:22])=[CH:15][CH:14]=2)[CH2:11][CH2:10][CH2:9][CH2:8][CH2:7]1.[C:24]([C:26]1[C:27]([NH2:32])=[N:28][CH:29]=[CH:30][CH:31]=1)#[CH:25].C(N(CC)CC)C. The catalyst is O. The product is [CH:6]1([O:12][C:13]2[CH:18]=[CH:17][C:16]([CH2:19][C:20]3[CH:25]=[C:24]([C:26]4[C:27]([NH2:32])=[N:28][CH:29]=[CH:30][CH:31]=4)[O:22][N:21]=3)=[CH:15][CH:14]=2)[CH2:11][CH2:10][CH2:9][CH2:8][CH2:7]1. The yield is 0.190. (6) The reactants are [CH2:1]([O:3][C:4](=[O:15])[C:5](=[CH:11][O:12]CC)[C:6](OCC)=O)[CH3:2].[CH3:16][S:17][C:18](=[NH:20])[NH2:19].CC[O-].[Na+]. The catalyst is CCO. The product is [CH2:1]([O:3][C:4]([C:5]1[C:11]([OH:12])=[N:19][C:18]([S:17][CH3:16])=[N:20][CH:6]=1)=[O:15])[CH3:2]. The yield is 0.876. (7) The reactants are Br[C:2]1[CH:3]=[CH:4][C:5]([O:13][CH3:14])=[C:6]([CH2:8][CH2:9][N:10]([CH3:12])[CH3:11])[CH:7]=1.[Li]CCCC.C(O[B:24]1[O:28][C:27]([CH3:30])([CH3:29])[C:26]([CH3:32])([CH3:31])[O:25]1)(C)C. The catalyst is C1COCC1. The product is [CH3:14][O:13][C:5]1[CH:4]=[CH:3][C:2]([B:24]2[O:28][C:27]([CH3:30])([CH3:29])[C:26]([CH3:32])([CH3:31])[O:25]2)=[CH:7][C:6]=1[CH2:8][CH2:9][N:10]([CH3:12])[CH3:11]. The yield is 0.830. (8) The reactants are [CH:1]1([NH:4][C:5]2(N)[N:13]=[C:12]([C:14]([F:17])([F:16])[F:15])[N:11]=[C:10]3[C:6]2=[N:7][CH:8]=[N:9]3)[CH2:3][CH2:2]1.[CH3:19][O:20][C:21]1[CH:22]=[C:23](B(O)O)[CH:24]=[CH:25][C:26]=1[O:27][CH3:28].C(N(CC)CC)C.C(#N)C. The catalyst is C([O-])(=O)C.[Cu+2].C([O-])(=O)C.C(OCC)(=O)C. The product is [CH:1]1([NH:4][C:5]2[N:13]=[C:12]([C:14]([F:17])([F:15])[F:16])[N:11]=[C:10]3[C:6]=2[N:7]=[CH:8][N:9]3[C:24]2[CH:23]=[CH:22][C:21]([O:20][CH3:19])=[C:26]([O:27][CH3:28])[CH:25]=2)[CH2:3][CH2:2]1. The yield is 0.100. (9) The reactants are Cl.[CH3:2][O:3][NH:4][CH3:5].C[Al](C)C.[CH3:10][C:11]([C:24]1[CH:29]=[CH:28][C:27]([S:30][CH3:31])=[CH:26][N:25]=1)([CH2:17][CH:18]1[CH2:23][CH2:22][O:21][CH2:20][CH2:19]1)[C:12]([O:14]CC)=O.C(=O)([O-])O.[Na+].[C@H](O)(C([O-])=O)[C@@H](O)C([O-])=O.[Na+].[K+]. The catalyst is C1(C)C=CC=CC=1. The product is [CH3:2][O:3][N:4]([CH3:5])[C:12](=[O:14])[C:11]([CH3:10])([C:24]1[CH:29]=[CH:28][C:27]([S:30][CH3:31])=[CH:26][N:25]=1)[CH2:17][CH:18]1[CH2:19][CH2:20][O:21][CH2:22][CH2:23]1. The yield is 0.350.